Dataset: Catalyst prediction with 721,799 reactions and 888 catalyst types from USPTO. Task: Predict which catalyst facilitates the given reaction. Reactant: O.O.O.O.O.O.O.[Cl-].[Ce+3].[Cl-].[Cl-].[Cl:12][C:13]1[CH:20]=[CH:19][C:16]([CH2:17][NH2:18])=[CH:15][CH:14]=1.[C:21]1(=[O:32])[C:30]2[C:25](=[CH:26][CH:27]=[CH:28][CH:29]=2)[C:24](=[O:31])[CH:23]=[CH:22]1.C(O)(=O)CC(CC(O)=O)(C(O)=O)O. Product: [Cl:12][C:13]1[CH:20]=[CH:19][C:16]([CH2:17][NH:18][C:23]2[C:24](=[O:31])[C:25]3[C:30]([C:21](=[O:32])[CH:22]=2)=[CH:29][CH:28]=[CH:27][CH:26]=3)=[CH:15][CH:14]=1. The catalyst class is: 8.